This data is from NCI-60 drug combinations with 297,098 pairs across 59 cell lines. The task is: Regression. Given two drug SMILES strings and cell line genomic features, predict the synergy score measuring deviation from expected non-interaction effect. (1) Drug 1: CN1CCC(CC1)COC2=C(C=C3C(=C2)N=CN=C3NC4=C(C=C(C=C4)Br)F)OC. Drug 2: CC1C(C(CC(O1)OC2CC(OC(C2O)C)OC3=CC4=CC5=C(C(=O)C(C(C5)C(C(=O)C(C(C)O)O)OC)OC6CC(C(C(O6)C)O)OC7CC(C(C(O7)C)O)OC8CC(C(C(O8)C)O)(C)O)C(=C4C(=C3C)O)O)O)O. Cell line: NCIH23. Synergy scores: CSS=6.30, Synergy_ZIP=0.324, Synergy_Bliss=1.96, Synergy_Loewe=2.27, Synergy_HSA=1.96. (2) Drug 1: CNC(=O)C1=CC=CC=C1SC2=CC3=C(C=C2)C(=NN3)C=CC4=CC=CC=N4. Drug 2: C#CCC(CC1=CN=C2C(=N1)C(=NC(=N2)N)N)C3=CC=C(C=C3)C(=O)NC(CCC(=O)O)C(=O)O. Cell line: 786-0. Synergy scores: CSS=-2.86, Synergy_ZIP=-11.0, Synergy_Bliss=-25.0, Synergy_Loewe=-69.1, Synergy_HSA=-25.4. (3) Drug 1: CC1=C2C(C(=O)C3(C(CC4C(C3C(C(C2(C)C)(CC1OC(=O)C(C(C5=CC=CC=C5)NC(=O)C6=CC=CC=C6)O)O)OC(=O)C7=CC=CC=C7)(CO4)OC(=O)C)O)C)OC(=O)C. Drug 2: C#CCC(CC1=CN=C2C(=N1)C(=NC(=N2)N)N)C3=CC=C(C=C3)C(=O)NC(CCC(=O)O)C(=O)O. Cell line: TK-10. Synergy scores: CSS=45.4, Synergy_ZIP=3.66, Synergy_Bliss=-0.324, Synergy_Loewe=-16.1, Synergy_HSA=0.343.